This data is from Reaction yield outcomes from USPTO patents with 853,638 reactions. The task is: Predict the reaction yield, written as a fraction of the theoretical maximum amount of product (1.0 means a 100% yield; for example, 0.34 means a 34% yield). (1) The reactants are N1CCCC(NC(=O)OC(C)(C)C)C1.[O:15]=[C:16]1[C:24]2[C:23]([NH:25][C:26]3[CH:27]=[C:28]([CH3:32])[CH:29]=[CH:30][CH:31]=3)=[N:22][C:21]([N:33]3[CH2:38][CH2:37][CH2:36][CH:35]([NH:39]C(=O)OC(C)(C)C)[CH2:34]3)=[N:20][C:19]=2[CH2:18][NH:17]1.Cl.O1CCOCC1.[OH-].[Na+]. No catalyst specified. The product is [NH2:39][CH:35]1[CH2:36][CH2:37][CH2:38][N:33]([C:21]2[N:22]=[C:23]([NH:25][C:26]3[CH:27]=[C:28]([CH3:32])[CH:29]=[CH:30][CH:31]=3)[C:24]3[C:16](=[O:15])[NH:17][CH2:18][C:19]=3[N:20]=2)[CH2:34]1. The yield is 0.648. (2) The reactants are [Cl:1][C:2]1[C:7]([I:8])=[CH:6][C:5]([NH:9][CH2:10][C:11]([OH:13])=O)=[C:4]([O:14][CH3:15])[CH:3]=1.[N:16]1([C:22]([O:24][C:25]([CH3:28])([CH3:27])[CH3:26])=[O:23])[CH2:21][CH2:20][NH:19][CH2:18][CH2:17]1.F[P-](F)(F)(F)(F)F.N1(O[P+](N(C)C)(N(C)C)N(C)C)C2C=CC=CC=2N=N1.CCN(C(C)C)C(C)C. The catalyst is CN(C=O)C. The product is [Cl:1][C:2]1[C:7]([I:8])=[CH:6][C:5]([NH:9][CH2:10][C:11]([N:19]2[CH2:18][CH2:17][N:16]([C:22]([O:24][C:25]([CH3:28])([CH3:27])[CH3:26])=[O:23])[CH2:21][CH2:20]2)=[O:13])=[C:4]([O:14][CH3:15])[CH:3]=1. The yield is 0.687. (3) The reactants are [Cl:1][C:2]1[CH:7]=[CH:6][N:5]=[C:4]2[CH:8]=[CH:9][S:10][C:3]=12.[Li]CCCC.Br[C:17]1[N:22]=[CH:21][C:20]([CH2:23][CH2:24][N:25]([CH2:33][CH2:34][O:35][CH3:36])[C:26](=[O:32])[O:27][C:28]([CH3:31])([CH3:30])[CH3:29])=[CH:19][CH:18]=1. The catalyst is C1COCC1. The product is [Cl:1][C:2]1[CH:7]=[CH:6][N:5]=[C:4]2[CH:8]=[C:9]([C:17]3[N:22]=[CH:21][C:20]([CH2:23][CH2:24][N:25]([CH2:33][CH2:34][O:35][CH3:36])[C:26](=[O:32])[O:27][C:28]([CH3:31])([CH3:29])[CH3:30])=[CH:19][CH:18]=3)[S:10][C:3]=12. The yield is 0.500. (4) The reactants are [N+:1]([C:4]1[C:5]([CH:14]=[O:15])=[CH:6][CH:7]=[C:8]2[C:13]=1[N:12]=[CH:11][CH:10]=[CH:9]2)([O-])=O. The catalyst is Cl.CCO.CC(O)=O.O.[Fe]. The product is [NH2:1][C:4]1[C:5]([CH:14]=[O:15])=[CH:6][CH:7]=[C:8]2[C:13]=1[N:12]=[CH:11][CH:10]=[CH:9]2. The yield is 0.380. (5) The reactants are [CH3:1][Mg+].[Br-].CON(C)[C:7]([C:9]1[C:14](=[O:15])[C:13]([O:16][CH3:17])=[CH:12][N:11]([C:18]2[CH:23]=[CH:22][CH:21]=[C:20]([C:24]([F:27])([F:26])[F:25])[CH:19]=2)[N:10]=1)=[O:8]. The catalyst is C1COCC1. The product is [C:7]([C:9]1[C:14](=[O:15])[C:13]([O:16][CH3:17])=[CH:12][N:11]([C:18]2[CH:23]=[CH:22][CH:21]=[C:20]([C:24]([F:27])([F:26])[F:25])[CH:19]=2)[N:10]=1)(=[O:8])[CH3:1]. The yield is 0.790.